Dataset: M1 muscarinic receptor antagonist screen with 61,756 compounds. Task: Binary Classification. Given a drug SMILES string, predict its activity (active/inactive) in a high-throughput screening assay against a specified biological target. (1) The molecule is o1c2nc3c(cc2cc1C(=O)NCc1ncccc1)ccc(OC)c3. The result is 0 (inactive). (2) The compound is S(c1n(CCCO)c(=O)c2c(n1)cccc2)Cc1c2c(oc(=O)c1)cc(cc2)C. The result is 0 (inactive). (3) The drug is N1(CCCCCC1)c1nc(nc(n1)n1ccnc1)c1ccccc1. The result is 0 (inactive). (4) The drug is Fc1ccc(C2N(C(=O)CN(C3CCCCC3)C2=O)Cc2cc3OCOc3cc2)cc1. The result is 0 (inactive). (5) The molecule is s1c2c(CCCC2)c2c1ncn1nc(c(=O)nc21)C. The result is 0 (inactive).